Task: Regression. Given a peptide amino acid sequence and an MHC pseudo amino acid sequence, predict their binding affinity value. This is MHC class II binding data.. Dataset: Peptide-MHC class II binding affinity with 134,281 pairs from IEDB (1) The peptide sequence is VVDLSKMRAVWVDGK. The MHC is DRB3_0202 with pseudo-sequence DRB3_0202. The binding affinity (normalized) is 0.273. (2) The peptide sequence is RNVFDEVIPTAFKIG. The MHC is HLA-DQA10501-DQB10201 with pseudo-sequence HLA-DQA10501-DQB10201. The binding affinity (normalized) is 0.213. (3) The peptide sequence is NVWERHYLAGEMTLM. The MHC is DRB1_0901 with pseudo-sequence DRB1_0901. The binding affinity (normalized) is 0.677. (4) The peptide sequence is ASKILGLPTQTVDSS. The MHC is DRB1_1501 with pseudo-sequence DRB1_1501. The binding affinity (normalized) is 0.578. (5) The peptide sequence is TGLWPFIRINNLKVK. The MHC is DRB3_0101 with pseudo-sequence DRB3_0101. The binding affinity (normalized) is 0.269. (6) The peptide sequence is ISTNIRQAGVQYSRA. The MHC is DRB1_0401 with pseudo-sequence DRB1_0401. The binding affinity (normalized) is 0.768.